Dataset: Catalyst prediction with 721,799 reactions and 888 catalyst types from USPTO. Task: Predict which catalyst facilitates the given reaction. (1) Reactant: [Cl:1][C:2]1[CH:3]=[C:4]([CH:8]2[C:12]([C:15]3[CH:20]=[CH:19][C:18]([Cl:21])=[CH:17][CH:16]=3)([C:13]#[N:14])[CH:11]([CH2:22][C:23]([CH3:26])([CH3:25])[CH3:24])[NH:10][CH:9]2[C:27]([OH:29])=O)[CH:5]=[CH:6][CH:7]=1.[O:30]([CH2:34][CH2:35][NH2:36])[CH2:31][CH2:32][NH2:33].CN(C(ON1N=NC2C=CC=NC1=2)=[N+](C)C)C.F[P-](F)(F)(F)(F)F.CCN(C(C)C)C(C)C. Product: [NH2:33][CH2:32][CH2:31][O:30][CH2:34][CH2:35][NH:36][C:27]([CH:9]1[CH:8]([C:4]2[CH:5]=[CH:6][CH:7]=[C:2]([Cl:1])[CH:3]=2)[C:12]([C:15]2[CH:20]=[CH:19][C:18]([Cl:21])=[CH:17][CH:16]=2)([C:13]#[N:14])[CH:11]([CH2:22][C:23]([CH3:24])([CH3:26])[CH3:25])[NH:10]1)=[O:29]. The catalyst class is: 2. (2) Reactant: [ClH:1].C(OC([N:9]1[CH2:14][CH:13]=[C:12]([C:15]2[N:20]=[C:19]([NH:21][C:22]3[N:27]=[CH:26][C:25]4[N:28]=[CH:29][N:30]([CH:31]([CH3:33])[CH3:32])[C:24]=4[CH:23]=3)[CH:18]=[CH:17][N:16]=2)[CH2:11][CH2:10]1)=O)(C)(C)C. Product: [Cl-:1].[CH:31]([N:30]1[C:24]2[CH:23]=[C:22]([NH:21][C:19]3[CH:18]=[CH:17][N:16]=[C:15]([C:12]4[CH2:13][CH2:14][NH2+:9][CH2:10][CH:11]=4)[N:20]=3)[N:27]=[CH:26][C:25]=2[N:28]=[CH:29]1)([CH3:33])[CH3:32]. The catalyst class is: 5. (3) The catalyst class is: 9. Reactant: [C-]#N.[Na+].[Cu][C:5]#[N:6].Br[C:8]1[C:9]([NH2:25])=[N:10][C:11]([C:20]2[O:21][CH:22]=[CH:23][CH:24]=2)=[C:12]([C:14]2[CH:19]=[CH:18][N:17]=[CH:16][CH:15]=2)[N:13]=1. Product: [NH2:25][C:9]1[C:8]([C:5]#[N:6])=[N:13][C:12]([C:14]2[CH:19]=[CH:18][N:17]=[CH:16][CH:15]=2)=[C:11]([C:20]2[O:21][CH:22]=[CH:23][CH:24]=2)[N:10]=1. (4) Reactant: [CH2:1]([C@@:5]1([CH2:34][CH3:35])[NH:11][C@H:10]([C:12]2[CH:17]=[CH:16][CH:15]=[CH:14][CH:13]=2)[C:9]2[CH:18]=[C:19]([O:30][CH3:31])[C:20]([CH2:22][NH:23][C:24](=[O:29])[C:25]([O:27]C)=[O:26])=[CH:21][C:8]=2[S:7](=[O:33])(=[O:32])[CH2:6]1)[CH2:2][CH2:3][CH3:4].[Li+].[OH-].Cl. Product: [CH2:1]([C@@:5]1([CH2:34][CH3:35])[NH:11][C@H:10]([C:12]2[CH:17]=[CH:16][CH:15]=[CH:14][CH:13]=2)[C:9]2[CH:18]=[C:19]([O:30][CH3:31])[C:20]([CH2:22][NH:23][C:24](=[O:29])[C:25]([OH:27])=[O:26])=[CH:21][C:8]=2[S:7](=[O:33])(=[O:32])[CH2:6]1)[CH2:2][CH2:3][CH3:4]. The catalyst class is: 249.